Task: Regression. Given a peptide amino acid sequence and an MHC pseudo amino acid sequence, predict their binding affinity value. This is MHC class I binding data.. Dataset: Peptide-MHC class I binding affinity with 185,985 pairs from IEDB/IMGT (1) The peptide sequence is YRHKVVKVM. The MHC is HLA-C06:02 with pseudo-sequence HLA-C06:02. The binding affinity (normalized) is 0.733. (2) The peptide sequence is RVQILMKTA. The MHC is HLA-A02:01 with pseudo-sequence HLA-A02:01. The binding affinity (normalized) is 0.00679. (3) The peptide sequence is SLQEEIAFL. The MHC is HLA-A02:03 with pseudo-sequence HLA-A02:03. The binding affinity (normalized) is 0.729. (4) The peptide sequence is RILHNFAYSL. The MHC is HLA-A30:02 with pseudo-sequence HLA-A30:02. The binding affinity (normalized) is 0.462. (5) The peptide sequence is CTDPPLLSV. The MHC is HLA-A01:01 with pseudo-sequence HLA-A01:01. The binding affinity (normalized) is 0.182.